From a dataset of Forward reaction prediction with 1.9M reactions from USPTO patents (1976-2016). Predict the product of the given reaction. (1) Given the reactants Cl[C:2]1[N:7]=[C:6]([Cl:8])[N:5]=[C:4]([CH3:9])[N:3]=1.[Cl:10][C:11]1[CH:16]=[C:15]([Cl:17])[CH:14]=[CH:13][C:12]=1[CH2:18][NH:19][C:20]([CH:22]1[CH2:27][CH2:26][NH:25][CH2:24][CH2:23]1)=[O:21].C(N(C(C)C)CC)(C)C, predict the reaction product. The product is: [Cl:8][C:6]1[N:5]=[C:4]([CH3:9])[N:3]=[C:2]([N:25]2[CH2:26][CH2:27][CH:22]([C:20]([NH:19][CH2:18][C:12]3[CH:13]=[CH:14][C:15]([Cl:17])=[CH:16][C:11]=3[Cl:10])=[O:21])[CH2:23][CH2:24]2)[N:7]=1. (2) Given the reactants C(NC(C)C)(C)C.C([Li])CCC.[Br:13][C:14]1[CH:19]=[CH:18][C:17]([Cl:20])=[C:16]([F:21])[CH:15]=1.B(OC)(OC)[O:23]C.C(O)(=O)C.OO, predict the reaction product. The product is: [Br:13][C:14]1[C:15]([OH:23])=[C:16]([F:21])[C:17]([Cl:20])=[CH:18][CH:19]=1. (3) Given the reactants Cl.[CH:2]([NH:5][NH2:6])([CH3:4])[CH3:3].[C:7](NN)([O:9][C:10]([CH3:13])([CH3:12])[CH3:11])=[O:8].S([O-])([O-])(=O)=O.[Mg+2], predict the reaction product. The product is: [CH3:3][C:2](=[N:5][NH:6][C:7]([O:9][C:10]([CH3:13])([CH3:12])[CH3:11])=[O:8])[CH3:4]. (4) Given the reactants C[O:2][C:3](=[O:35])[CH2:4][N:5]([CH2:7][C:8]1[CH:13]=[C:12]([Cl:14])[CH:11]=[CH:10][C:9]=1[O:15][CH2:16][C:17]([N:19]1[CH2:24][C@H:23]([CH3:25])[N:22]([CH2:26][C:27]2[CH:32]=[CH:31][C:30]([F:33])=[CH:29][CH:28]=2)[CH2:21][C@H:20]1[CH3:34])=[O:18])[CH3:6].O1CCCC1.O.[OH-].[Li+], predict the reaction product. The product is: [Cl:14][C:12]1[CH:11]=[CH:10][C:9]([O:15][CH2:16][C:17]([N:19]2[CH2:24][C@H:23]([CH3:25])[N:22]([CH2:26][C:27]3[CH:28]=[CH:29][C:30]([F:33])=[CH:31][CH:32]=3)[CH2:21][C@H:20]2[CH3:34])=[O:18])=[C:8]([CH:13]=1)[CH2:7][N:5]([CH2:4][C:3]([OH:35])=[O:2])[CH3:6]. (5) The product is: [CH3:16][C:7]1[C:6]2[CH:5]=[C:4]([C:17]#[N:18])[CH:3]=[C:2]([C:26]3[CH:27]=[CH:28][C:23]([S:20]([CH3:19])(=[O:22])=[O:21])=[CH:24][CH:25]=3)[C:10]=2[N:9]2[CH2:11][CH2:12][NH:13][C:14](=[O:15])[C:8]=12. Given the reactants Br[C:2]1[C:10]2[N:9]3[CH2:11][CH2:12][NH:13][C:14](=[O:15])[C:8]3=[C:7]([CH3:16])[C:6]=2[CH:5]=[C:4]([C:17]#[N:18])[CH:3]=1.[CH3:19][S:20]([C:23]1[CH:28]=[CH:27][C:26](B(O)O)=[CH:25][CH:24]=1)(=[O:22])=[O:21], predict the reaction product.